This data is from Peptide-MHC class I binding affinity with 185,985 pairs from IEDB/IMGT. The task is: Regression. Given a peptide amino acid sequence and an MHC pseudo amino acid sequence, predict their binding affinity value. This is MHC class I binding data. (1) The peptide sequence is VQYRILPMI. The MHC is HLA-A02:02 with pseudo-sequence HLA-A02:02. The binding affinity (normalized) is 0.298. (2) The MHC is Mamu-B3901 with pseudo-sequence Mamu-B3901. The binding affinity (normalized) is 0.606. The peptide sequence is RQFPSAFEF. (3) The peptide sequence is YNLTMKCRR. The MHC is HLA-A33:01 with pseudo-sequence HLA-A33:01. The binding affinity (normalized) is 0.613. (4) The binding affinity (normalized) is 0. The MHC is HLA-A02:01 with pseudo-sequence HLA-A02:01. The peptide sequence is RTRGPLGIL.